From a dataset of Full USPTO retrosynthesis dataset with 1.9M reactions from patents (1976-2016). Predict the reactants needed to synthesize the given product. Given the product [CH3:11][C:6]1[CH:5]=[C:4]([CH2:12][O:13][CH3:16])[CH:3]=[C:2]([CH3:1])[C:7]=1[N+:8]([O-:10])=[O:9], predict the reactants needed to synthesize it. The reactants are: [CH3:1][C:2]1[CH:3]=[C:4]([CH2:12][OH:13])[CH:5]=[C:6]([CH3:11])[C:7]=1[N+:8]([O-:10])=[O:9].[H-].[Na+].[CH3:16]I.